This data is from NCI-60 drug combinations with 297,098 pairs across 59 cell lines. The task is: Regression. Given two drug SMILES strings and cell line genomic features, predict the synergy score measuring deviation from expected non-interaction effect. (1) Drug 1: C1CCC(CC1)NC(=O)N(CCCl)N=O. Drug 2: COC1=C2C(=CC3=C1OC=C3)C=CC(=O)O2. Cell line: T-47D. Synergy scores: CSS=3.20, Synergy_ZIP=-3.40, Synergy_Bliss=-2.25, Synergy_Loewe=-2.58, Synergy_HSA=-1.56. (2) Drug 2: C(CC(=O)O)C(=O)CN.Cl. Cell line: SR. Synergy scores: CSS=28.9, Synergy_ZIP=-3.01, Synergy_Bliss=-8.23, Synergy_Loewe=-17.1, Synergy_HSA=-6.71. Drug 1: CC1OCC2C(O1)C(C(C(O2)OC3C4COC(=O)C4C(C5=CC6=C(C=C35)OCO6)C7=CC(=C(C(=C7)OC)O)OC)O)O. (3) Drug 1: CCCCC(=O)OCC(=O)C1(CC(C2=C(C1)C(=C3C(=C2O)C(=O)C4=C(C3=O)C=CC=C4OC)O)OC5CC(C(C(O5)C)O)NC(=O)C(F)(F)F)O. Cell line: NCI-H322M. Drug 2: C1=CN(C=N1)CC(O)(P(=O)(O)O)P(=O)(O)O. Synergy scores: CSS=13.9, Synergy_ZIP=-0.534, Synergy_Bliss=2.49, Synergy_Loewe=2.35, Synergy_HSA=2.63. (4) Cell line: HCT-15. Drug 1: CC1C(C(CC(O1)OC2CC(CC3=C2C(=C4C(=C3O)C(=O)C5=C(C4=O)C(=CC=C5)OC)O)(C(=O)C)O)N)O.Cl. Synergy scores: CSS=27.7, Synergy_ZIP=6.71, Synergy_Bliss=13.6, Synergy_Loewe=11.2, Synergy_HSA=12.0. Drug 2: CC1=C(C=C(C=C1)NC(=O)C2=CC=C(C=C2)CN3CCN(CC3)C)NC4=NC=CC(=N4)C5=CN=CC=C5. (5) Drug 1: CC1=C(C=C(C=C1)NC(=O)C2=CC=C(C=C2)CN3CCN(CC3)C)NC4=NC=CC(=N4)C5=CN=CC=C5. Drug 2: C1=CC=C(C(=C1)C(C2=CC=C(C=C2)Cl)C(Cl)Cl)Cl. Cell line: MDA-MB-231. Synergy scores: CSS=-1.15, Synergy_ZIP=-1.40, Synergy_Bliss=-3.35, Synergy_Loewe=-6.45, Synergy_HSA=-4.45. (6) Cell line: COLO 205. Synergy scores: CSS=39.6, Synergy_ZIP=8.03, Synergy_Bliss=9.71, Synergy_Loewe=-1.53, Synergy_HSA=6.89. Drug 2: CNC(=O)C1=CC=CC=C1SC2=CC3=C(C=C2)C(=NN3)C=CC4=CC=CC=N4. Drug 1: CCCS(=O)(=O)NC1=C(C(=C(C=C1)F)C(=O)C2=CNC3=C2C=C(C=N3)C4=CC=C(C=C4)Cl)F. (7) Drug 1: CN1C2=C(C=C(C=C2)N(CCCl)CCCl)N=C1CCCC(=O)O.Cl. Drug 2: C1=NC2=C(N=C(N=C2N1C3C(C(C(O3)CO)O)F)Cl)N. Cell line: EKVX. Synergy scores: CSS=-0.720, Synergy_ZIP=-2.09, Synergy_Bliss=-6.34, Synergy_Loewe=-1.29, Synergy_HSA=-4.32.